This data is from Reaction yield outcomes from USPTO patents with 853,638 reactions. The task is: Predict the reaction yield, written as a fraction of the theoretical maximum amount of product (1.0 means a 100% yield; for example, 0.34 means a 34% yield). The yield is 0.710. The reactants are [CH:1]1([CH2:4][N:5]2[CH2:24][CH2:23][C@:12]34[C:13]5[C:14]6[O:22][C@H:11]3[C:10](=[O:25])[CH2:9][CH2:8][C@@:7]4([OH:26])[C@H:6]2[CH2:19][C:18]=5[CH:17]=[CH:16][C:15]=6[C:20]#[N:21])[CH2:3][CH2:2]1.C(=O)([O-])[O-:28].[K+].[K+].OO. The catalyst is CS(C)=O.C(Cl)Cl. The product is [CH:1]1([CH2:4][N:5]2[CH2:24][CH2:23][C@:12]34[C:13]5[C:14]6[O:22][C@H:11]3[C:10](=[O:25])[CH2:9][CH2:8][C@@:7]4([OH:26])[C@H:6]2[CH2:19][C:18]=5[CH:17]=[CH:16][C:15]=6[C:20]([NH2:21])=[O:28])[CH2:3][CH2:2]1.